This data is from Full USPTO retrosynthesis dataset with 1.9M reactions from patents (1976-2016). The task is: Predict the reactants needed to synthesize the given product. (1) Given the product [C:11]([O:10][C:8](=[O:9])[NH:7][CH2:6][C:5]1[N:1]=[N:2][NH:3][N:4]=1)([CH3:14])([CH3:13])[CH3:12], predict the reactants needed to synthesize it. The reactants are: [N:1]1[NH:2][N:3]=[N:4][C:5]=1[CH2:6][NH2:7].[C:8](O[C:8]([O:10][C:11]([CH3:14])([CH3:13])[CH3:12])=[O:9])([O:10][C:11]([CH3:14])([CH3:13])[CH3:12])=[O:9].[OH-].[Na+].Cl. (2) Given the product [CH3:44][C:45]1([CH3:53])[O:49][CH:48]([CH2:50][O:51][NH:52][C:11]([C:4]2[C:3]([NH:14][C:15]3[CH:20]=[CH:19][C:18]([Br:21])=[CH:17][C:16]=3[Cl:22])=[C:2]([F:1])[C:7]3[N:8]=[N:9][S:10][C:6]=3[CH:5]=2)=[O:12])[CH2:47][O:46]1, predict the reactants needed to synthesize it. The reactants are: [F:1][C:2]1[C:7]2[N:8]=[N:9][S:10][C:6]=2[CH:5]=[C:4]([C:11](O)=[O:12])[C:3]=1[NH:14][C:15]1[CH:20]=[CH:19][C:18]([Br:21])=[CH:17][C:16]=1[Cl:22].C1C=CC2N(O)N=NC=2C=1.CCN=C=NCCCN(C)C.[CH3:44][C:45]1([CH3:53])[O:49][CH:48]([CH2:50][O:51][NH2:52])[CH2:47][O:46]1.[NH4+].[Cl-]. (3) Given the product [Br:13][C:14]1[CH:19]=[C:18]([I:24])[CH:17]=[C:16]([C:20]([F:21])([F:22])[F:23])[N:15]=1, predict the reactants needed to synthesize it. The reactants are: C(NC(C)C)(C)C.[Li]CCCC.[Br:13][C:14]1[CH:19]=[CH:18][CH:17]=[C:16]([C:20]([F:23])([F:22])[F:21])[N:15]=1.[I:24]I. (4) Given the product [Br:16][CH2:10][C:9]1[N:8]([CH2:11][CH2:12][CH3:13])[C:7](=[O:14])[NH:6][C:5](=[O:15])[C:4]=1[N+:1]([O-:3])=[O:2], predict the reactants needed to synthesize it. The reactants are: [N+:1]([C:4]1[C:5](=[O:15])[NH:6][C:7](=[O:14])[N:8]([CH2:11][CH2:12][CH3:13])[C:9]=1[CH3:10])([O-:3])=[O:2].[Br:16]Br. (5) Given the product [NH2:1][C:2]1[C:3]([C:10]([O:12][C:26]([CH3:29])=[CH:27][C:28](=[O:41])[NH:24][C:20]([CH3:23])([CH3:22])[CH3:21])=[O:11])=[N:4][C:5]([Cl:9])=[C:6]([NH2:8])[N:7]=1, predict the reactants needed to synthesize it. The reactants are: [NH2:1][C:2]1[C:3]([C:10]([OH:12])=[O:11])=[N:4][C:5]([Cl:9])=[C:6]([NH2:8])[N:7]=1.F[P-](F)(F)(F)(F)F.[C:20]([N+:24]1O[C:26]([CH3:29])=[CH:27][CH:28]=1)([CH3:23])([CH3:22])[CH3:21].C(N(CC)CC)C.CN(C=[O:41])C.